This data is from Forward reaction prediction with 1.9M reactions from USPTO patents (1976-2016). The task is: Predict the product of the given reaction. (1) Given the reactants [CH2:1]([C@@H:8]([CH2:12][CH2:13][C@H:14]([CH2:34][C:35]1[CH:40]=[CH:39][CH:38]=[CH:37][CH:36]=1)[C:15]([NH:17][C@H:18]1[CH2:24][CH2:23][S:22][C@H:21]2[CH2:25][CH2:26][CH2:27][C@@H:28]([C:29]([O:31][CH3:32])=[O:30])[N:20]2[C:19]1=[O:33])=[O:16])[C:9](O)=[O:10])[C:2]1[CH:7]=[CH:6][CH:5]=[CH:4][CH:3]=1.Cl.[NH2:42][C@H:43]1[CH2:48][CH2:47][CH2:46][N:45]([C:49]2[CH:54]=[CH:53][CH:52]=[CH:51][CH:50]=2)[C:44]1=[O:55], predict the reaction product. The product is: [CH2:34]([C@@H:14]([CH2:13][CH2:12][C@H:8]([CH2:1][C:2]1[CH:3]=[CH:4][CH:5]=[CH:6][CH:7]=1)[C:9](=[O:10])[NH:42][C@H:43]1[CH2:48][CH2:47][CH2:46][N:45]([C:49]2[CH:50]=[CH:51][CH:52]=[CH:53][CH:54]=2)[C:44]1=[O:55])[C:15]([NH:17][C@H:18]1[CH2:24][CH2:23][S:22][C@H:21]2[CH2:25][CH2:26][CH2:27][C@@H:28]([C:29]([O:31][CH3:32])=[O:30])[N:20]2[C:19]1=[O:33])=[O:16])[C:35]1[CH:40]=[CH:39][CH:38]=[CH:37][CH:36]=1. (2) Given the reactants [NH2:1][CH2:2][CH2:3][CH:4]([N:6]1[CH2:11][CH2:10][CH:9]([N:12]([CH2:22][C:23]2[CH:24]=[N:25][CH:26]=[CH:27][C:28]=2[CH3:29])[C:13]2[CH:21]=[CH:20][C:16]([C:17]([NH2:19])=[O:18])=[CH:15][CH:14]=2)[CH2:8][CH2:7]1)[CH3:5].Cl.[CH3:31][C:32]1[N:40]=[CH:39][CH:38]=[C:37]([CH3:41])[C:33]=1[C:34](O)=[O:35], predict the reaction product. The product is: [C:17]([C:16]1[CH:20]=[CH:21][C:13]([N:12]([CH2:22][C:23]2[CH:24]=[N:25][CH:26]=[CH:27][C:28]=2[CH3:29])[CH:9]2[CH2:10][CH2:11][N:6]([CH:4]([CH3:5])[CH2:3][CH2:2][NH:1][C:34](=[O:35])[C:33]3[C:37]([CH3:41])=[CH:38][CH:39]=[N:40][C:32]=3[CH3:31])[CH2:7][CH2:8]2)=[CH:14][CH:15]=1)(=[O:18])[NH2:19].